From a dataset of Catalyst prediction with 721,799 reactions and 888 catalyst types from USPTO. Predict which catalyst facilitates the given reaction. (1) Reactant: [Cl:1][C:2]1[CH:3]=[C:4]2[C:10](B3OC(C)(C)C(C)(C)O3)=[CH:9][N:8]([S:20]([C:23]3[CH:28]=[CH:27][C:26]([CH3:29])=[CH:25][CH:24]=3)(=[O:22])=[O:21])[C:5]2=[N:6][CH:7]=1.Cl[C:31]1[N:36]=[C:35]([NH:37][C@H:38]2[CH2:43][CH2:42][CH2:41][C@@:40]([CH2:45][C:46]([O:48][CH2:49][CH3:50])=[O:47])([OH:44])[CH2:39]2)[C:34]([F:51])=[CH:33][N:32]=1.C([O-])([O-])=O.[Na+].[Na+]. Product: [Cl:1][C:2]1[CH:3]=[C:4]2[C:10]([C:31]3[N:36]=[C:35]([NH:37][C@H:38]4[CH2:43][CH2:42][CH2:41][C@@:40]([CH2:45][C:46]([O:48][CH2:49][CH3:50])=[O:47])([OH:44])[CH2:39]4)[C:34]([F:51])=[CH:33][N:32]=3)=[CH:9][N:8]([S:20]([C:23]3[CH:28]=[CH:27][C:26]([CH3:29])=[CH:25][CH:24]=3)(=[O:22])=[O:21])[C:5]2=[N:6][CH:7]=1. The catalyst class is: 790. (2) Reactant: C1(P(C2CCCCC2)C2CCCCC2)CCCCC1.[CH3:35][C:30]1([CH3:36])[C:31]([CH3:34])([CH3:33])[O:32][B:28]([B:28]2[O:32][C:31]([CH3:34])([CH3:33])[C:30]([CH3:36])([CH3:35])[O:29]2)[O:29]1.CC([O-])=O.[K+].Cl[C:44]1[CH:45]=[C:46]([NH2:54])[CH:47]=[CH:48][C:49]=1[C:50]([F:53])([F:52])[F:51]. Product: [CH3:34][C:31]1([CH3:33])[C:30]([CH3:35])([CH3:36])[O:29][B:28]([C:44]2[CH:45]=[C:46]([NH2:54])[CH:47]=[CH:48][C:49]=2[C:50]([F:52])([F:53])[F:51])[O:32]1. The catalyst class is: 62. (3) Product: [Br:18][CH2:19][C:20]1[CH:21]=[C:22]([S:26]([N:6]2[CH2:7][CH2:8][CH2:9][C@H:5]2[C:4]([O:3][CH3:2])=[O:10])(=[O:28])=[O:27])[CH:23]=[CH:24][CH:25]=1. The catalyst class is: 49. Reactant: Cl.[CH3:2][O:3][C:4](=[O:10])[C@@H:5]1[CH2:9][CH2:8][CH2:7][NH:6]1.CCN(CC)CC.[Br:18][CH2:19][C:20]1[CH:21]=[C:22]([S:26](Cl)(=[O:28])=[O:27])[CH:23]=[CH:24][CH:25]=1. (4) Reactant: C([N:20]1[CH:24]=[C:23]([C:25]2[CH:26]=[C:27]([OH:31])[CH:28]=[CH:29][CH:30]=2)[N:22]=[CH:21]1)(C1C=CC=CC=1)(C1C=CC=CC=1)C1C=CC=CC=1.CO.Cl.C(=O)([O-])O.[Na+]. Product: [NH:20]1[CH:24]=[C:23]([C:25]2[CH:26]=[C:27]([OH:31])[CH:28]=[CH:29][CH:30]=2)[N:22]=[CH:21]1. The catalyst class is: 22. (5) Reactant: [CH3:1][C@H:2]1[NH:8][CH2:7][C:6]2[CH:9]=[CH:10][C:11]([C:13]([O:15][CH3:16])=[O:14])=[CH:12][C:5]=2[O:4][CH2:3]1.CCN(CC)CC.[C:24](Cl)(=[O:26])[CH3:25]. Product: [C:24]([N:8]1[CH2:7][C:6]2[CH:9]=[CH:10][C:11]([C:13]([O:15][CH3:16])=[O:14])=[CH:12][C:5]=2[O:4][CH2:3][C@H:2]1[CH3:1])(=[O:26])[CH3:25]. The catalyst class is: 2. (6) Reactant: F[C:2]1[CH:3]=[N:4][CH:5]=[CH:6][C:7]=1[C:8]1[O:9][C:10]2[CH:16]=[CH:15][C:14]([C:17]([F:20])([F:19])[F:18])=[CH:13][C:11]=2[N:12]=1.C(=O)([O-])[O-].[K+].[K+].Cl.CN.[CH3:30][N:31](C=O)C. Product: [CH3:30][NH:31][C:2]1[CH:3]=[N:4][CH:5]=[CH:6][C:7]=1[C:8]1[O:9][C:10]2[CH:16]=[CH:15][C:14]([C:17]([F:20])([F:19])[F:18])=[CH:13][C:11]=2[N:12]=1. The catalyst class is: 6.